Dataset: Reaction yield outcomes from USPTO patents with 853,638 reactions. Task: Predict the reaction yield, written as a fraction of the theoretical maximum amount of product (1.0 means a 100% yield; for example, 0.34 means a 34% yield). (1) The reactants are [Cl-].O[NH3+:3].[C:4](=[O:7])([O-])[OH:5].[Na+].CS(C)=O.[C:13]([O:17][C:18]1[CH:23]=[CH:22][C:21]([N:24]2[C:29](=[O:30])[C:28]([CH2:31][C:32]3[CH:37]=[CH:36][C:35]([C:38]4[C:39]([C:44]#[N:45])=[CH:40][CH:41]=[CH:42][CH:43]=4)=[CH:34][CH:33]=3)=[C:27]([CH2:46][CH2:47][CH3:48])[N:26]=[C:25]2[CH3:49])=[CH:20][CH:19]=1)([CH3:16])([CH3:15])[CH3:14]. The catalyst is O.C(OCC)(=O)C. The product is [C:13]([O:17][C:18]1[CH:19]=[CH:20][C:21]([N:24]2[C:29](=[O:30])[C:28]([CH2:31][C:32]3[CH:33]=[CH:34][C:35]([C:38]4[CH:43]=[CH:42][CH:41]=[CH:40][C:39]=4[C:44]4[NH:3][C:4](=[O:7])[O:5][N:45]=4)=[CH:36][CH:37]=3)=[C:27]([CH2:46][CH2:47][CH3:48])[N:26]=[C:25]2[CH3:49])=[CH:22][CH:23]=1)([CH3:16])([CH3:15])[CH3:14]. The yield is 0.780. (2) The reactants are [Na+:1].[F:2][C:3]1[CH:8]=[CH:7][C:6]([C:9]2[C:17]3[C:12](=[CH:13][CH:14]=[CH:15][CH:16]=3)[N:11]([CH:18]([CH3:20])[CH3:19])[C:10]=2[CH2:21][CH2:22][CH:23]([OH:31])[CH2:24][C:25]([OH:30])=[CH:26][C:27]([O-:29])=[O:28])=[CH:5][CH:4]=1. The catalyst is C(O)C. The product is [CH3:20][CH:18]([N:11]1[C:10](/[CH:21]=[CH:22]/[C@@H:23]([OH:31])[CH2:24][C@@H:25]([OH:30])[CH2:26][C:27]([O-:29])=[O:28])=[C:9]([C:6]2[CH:7]=[CH:8][C:3]([F:2])=[CH:4][CH:5]=2)[C:17]2[C:12]1=[CH:13][CH:14]=[CH:15][CH:16]=2)[CH3:19].[Na+:1]. The yield is 0.700. (3) The catalyst is [Pd].CN(C)C=O. The reactants are C([O:8][C:9]1[CH:18]=[C:17]2[C:12]([C:13](=[O:19])[NH:14][CH:15]=[N:16]2)=[CH:11][C:10]=1[O:20][CH3:21])C1C=CC=CC=1.C([O-])=O.[NH4+]. The product is [OH:8][C:9]1[CH:18]=[C:17]2[C:12]([C:13](=[O:19])[NH:14][CH:15]=[N:16]2)=[CH:11][C:10]=1[O:20][CH3:21]. The yield is 0.600. (4) The reactants are Cl.[Br:2][C:3]1[CH:8]=[CH:7][C:6]([CH2:9][NH2:10])=[CH:5][CH:4]=1.C[O-].[Na+].[CH2:14]([O:16][CH:17]([O:22][CH2:23][CH3:24])[C:18](=[NH:21])OC)[CH3:15]. The catalyst is CO. The product is [Br:2][C:3]1[CH:8]=[CH:7][C:6]([CH2:9][NH:10][C:18](=[NH:21])[CH:17]([O:22][CH2:23][CH3:24])[O:16][CH2:14][CH3:15])=[CH:5][CH:4]=1. The yield is 0.620.